This data is from Reaction yield outcomes from USPTO patents with 853,638 reactions. The task is: Predict the reaction yield, written as a fraction of the theoretical maximum amount of product (1.0 means a 100% yield; for example, 0.34 means a 34% yield). (1) The reactants are [N+:1]([C:4]1[CH:9]=[CH:8][C:7]([C:10](=O)[CH2:11][CH2:12][C:13]([C:15]2[CH:20]=[CH:19][C:18]([N+:21]([O-:23])=[O:22])=[CH:17][CH:16]=2)=O)=[CH:6][CH:5]=1)([O-:3])=[O:2].[F:25][C:26]1[CH:32]=[CH:31][C:29]([NH2:30])=[CH:28][CH:27]=1. The catalyst is C(O)(=O)C.O.CCOCC. The product is [F:25][C:26]1[CH:32]=[CH:31][C:29]([N:30]2[C:10]([C:7]3[CH:8]=[CH:9][C:4]([N+:1]([O-:3])=[O:2])=[CH:5][CH:6]=3)=[CH:11][CH:12]=[C:13]2[C:15]2[CH:20]=[CH:19][C:18]([N+:21]([O-:23])=[O:22])=[CH:17][CH:16]=2)=[CH:28][CH:27]=1. The yield is 0.910. (2) The reactants are O1CCCC1.[NH2:6][C:7]1[C:12]([C:13]2[O:17][N:16]=[C:15]([CH2:18][C:19]3[CH:24]=[CH:23][C:22]([OH:25])=[CH:21][CH:20]=3)[CH:14]=2)=[CH:11][CH:10]=[C:9]([NH2:26])[N:8]=1.[OH-].[Na+].[CH3:29][O:30][C:31]1[CH:32]=[C:33]([CH:36]=[CH:37][CH:38]=1)[CH2:34]Cl. The catalyst is CN(C)C=O. The product is [CH3:29][O:30][C:31]1[CH:32]=[C:33]([CH:36]=[CH:37][CH:38]=1)[CH2:34][O:25][C:22]1[CH:23]=[CH:24][C:19]([CH2:18][C:15]2[CH:14]=[C:13]([C:12]3[C:7]([NH2:6])=[N:8][C:9]([NH2:26])=[CH:10][CH:11]=3)[O:17][N:16]=2)=[CH:20][CH:21]=1. The yield is 0.810. (3) The reactants are FC(F)(F)C(O)=O.[NH2:8][C:9]1[C:14]([CH:15]=O)=[C:13]([Cl:17])[N:12]=[CH:11][CH:10]=1.Cl.[CH3:19][C:20]1[CH:21]=[C:22]([CH2:32][NH2:33])[CH:23]=[N:24][C:25]=1[O:26][CH2:27][C:28]([F:31])([F:30])[F:29].[OH-].[Na+]. The catalyst is C1COCC1.CCOC(C)=O.CC(C)[O-].CC(C)[O-].CC(C)[O-].CC(C)[O-].[Ti+4]. The product is [Cl:17][C:13]1[C:14]([CH:15]=[N:33][CH2:32][C:22]2[CH:23]=[N:24][C:25]([O:26][CH2:27][C:28]([F:31])([F:29])[F:30])=[C:20]([CH3:19])[CH:21]=2)=[C:9]([NH2:8])[CH:10]=[CH:11][N:12]=1. The yield is 0.970. (4) The yield is 0.210. The catalyst is C(Cl)(Cl)Cl. The product is [Cl:1][C:2]1[N:3]([CH:10]([CH3:12])[CH3:11])[C:4]([CH2:8][S:30][C:28]2[N:27]=[C:26]([OH:31])[CH:25]=[C:24]([CH3:23])[N:29]=2)=[C:5]([Cl:7])[N:6]=1. The reactants are [Cl:1][C:2]1[N:3]([CH:10]([CH3:12])[CH3:11])[C:4]([CH2:8]O)=[C:5]([Cl:7])[N:6]=1.P(Br)(Br)Br.C(=O)([O-])[O-].[K+].[K+].[CH3:23][C:24]1[N:29]=[C:28]([SH:30])[N:27]=[C:26]([OH:31])[CH:25]=1. (5) The reactants are C(N(CC)CC)C.Cl.[Br:9][C:10]1[CH:15]=[CH:14][C:13]([CH:16]2[CH2:20][CH2:19][NH:18][CH2:17]2)=[CH:12][CH:11]=1.Cl[C:22]([O:24][CH3:25])=[O:23]. The catalyst is C1COCC1.O. The product is [Br:9][C:10]1[CH:11]=[CH:12][C:13]([CH:16]2[CH2:20][CH2:19][N:18]([C:22]([O:24][CH3:25])=[O:23])[CH2:17]2)=[CH:14][CH:15]=1. The yield is 1.00.